Dataset: CYP2C9 inhibition data for predicting drug metabolism from PubChem BioAssay. Task: Regression/Classification. Given a drug SMILES string, predict its absorption, distribution, metabolism, or excretion properties. Task type varies by dataset: regression for continuous measurements (e.g., permeability, clearance, half-life) or binary classification for categorical outcomes (e.g., BBB penetration, CYP inhibition). Dataset: cyp2c9_veith. (1) The molecule is Cl.O=C(NCCCn1ccnc1)c1ccc(S(=O)(=O)N2CCCCCC2)cc1. The result is 1 (inhibitor). (2) The molecule is Clc1ccccc1C(Nc1cnccn1)Nc1cnccn1. The result is 0 (non-inhibitor). (3) The drug is CN1CCC(OC(c2ccccc2)c2ccccc2)CC1. The result is 0 (non-inhibitor).